From a dataset of Full USPTO retrosynthesis dataset with 1.9M reactions from patents (1976-2016). Predict the reactants needed to synthesize the given product. (1) Given the product [Cl:9][C:10]1[CH:35]=[CH:34][CH:33]=[CH:32][C:11]=1[C:12]([NH:14][C:15](=[O:31])[NH:16][C:17]1[S:18][C:19]2[CH:25]=[C:24]([S:26]([CH2:29][CH2:30][O:5][CH2:4][CH2:3][N:2]([CH3:6])[CH3:1])(=[O:28])=[O:27])[CH:23]=[CH:22][C:20]=2[N:21]=1)=[O:13], predict the reactants needed to synthesize it. The reactants are: [CH3:1][N:2]([CH3:6])[CH2:3][CH2:4][OH:5].[H-].[Na+].[Cl:9][C:10]1[CH:35]=[CH:34][CH:33]=[CH:32][C:11]=1[C:12]([NH:14][C:15](=[O:31])[NH:16][C:17]1[S:18][C:19]2[CH:25]=[C:24]([S:26]([CH:29]=[CH2:30])(=[O:28])=[O:27])[CH:23]=[CH:22][C:20]=2[N:21]=1)=[O:13]. (2) Given the product [Cl:1][C:2]1[CH:7]=[CH:6][C:5]([CH:8]([C:24]2[CH:29]=[CH:28][C:27]([Cl:30])=[CH:26][CH:25]=2)[N:9]2[CH2:12][C:11](=[C:13]([C:16]3[CH:21]=[C:20]([F:22])[CH:19]=[C:18]([F:23])[CH:17]=3)[CH2:14][C:44]#[N:43])[CH2:10]2)=[CH:4][CH:3]=1, predict the reactants needed to synthesize it. The reactants are: [Cl:1][C:2]1[CH:7]=[CH:6][C:5]([CH:8]([C:24]2[CH:29]=[CH:28][C:27]([Cl:30])=[CH:26][CH:25]=2)[N:9]2[CH2:12][C:11](=[C:13]([C:16]3[CH:21]=[C:20]([F:22])[CH:19]=[C:18]([F:23])[CH:17]=3)[CH2:14]O)[CH2:10]2)=[CH:4][CH:3]=1.CS(OS(C)(=O)=O)(=O)=O.[C-]#N.[Na+].[N:43]1C=CC=C[CH:44]=1. (3) Given the product [CH3:26][S:27]([O:1][CH2:2][CH2:3][CH2:4][C:5]1[C:13]2[C:8](=[CH:9][CH:10]=[CH:11][CH:12]=2)[NH:7][C:6]=1[C:14]([O:16][CH2:17][CH3:18])=[O:15])(=[O:29])=[O:28], predict the reactants needed to synthesize it. The reactants are: [OH:1][CH2:2][CH2:3][CH2:4][C:5]1[C:13]2[C:8](=[CH:9][CH:10]=[CH:11][CH:12]=2)[NH:7][C:6]=1[C:14]([O:16][CH2:17][CH3:18])=[O:15].C(N(CC)CC)C.[CH3:26][S:27](Cl)(=[O:29])=[O:28]. (4) Given the product [ClH:17].[F:1][C:2]1([CH3:16])[CH:7]([OH:8])[CH2:6][CH2:5][NH:4][CH2:3]1, predict the reactants needed to synthesize it. The reactants are: [F:1][C:2]1([CH3:16])[CH:7]([OH:8])[CH2:6][CH2:5][N:4](C(OC(C)(C)C)=O)[CH2:3]1.[ClH:17]. (5) The reactants are: [CH2:1]([O:3][C:4](=[O:34])[CH2:5][O:6][C:7]1[CH:12]=[CH:11][C:10]([S:13][C:14]2[CH:19]=[CH:18][C:17]([CH2:20][O:21][C:22]3[CH:27]=[CH:26][C:25]([C:28]([F:31])([F:30])[F:29])=[CH:24][CH:23]=3)=[CH:16][C:15]=2[Cl:32])=[CH:9][C:8]=1[CH3:33])[CH3:2].[CH2:35](OC(=O)COC1C=C(C)C(SC2C=CC(CO)=CC=2Cl)=CC=1C)C. Given the product [CH2:1]([O:3][C:4](=[O:34])[CH2:5][O:6][C:7]1[CH:12]=[C:11]([CH3:35])[C:10]([S:13][C:14]2[CH:19]=[CH:18][C:17]([CH2:20][O:21][C:22]3[CH:27]=[CH:26][C:25]([C:28]([F:29])([F:30])[F:31])=[CH:24][CH:23]=3)=[CH:16][C:15]=2[Cl:32])=[CH:9][C:8]=1[CH3:33])[CH3:2], predict the reactants needed to synthesize it.